From a dataset of Full USPTO retrosynthesis dataset with 1.9M reactions from patents (1976-2016). Predict the reactants needed to synthesize the given product. (1) Given the product [CH3:13][O:12][C:4]1[N:3]=[C:2]([O:17][CH2:16][C:15]([F:19])([F:18])[F:14])[CH:11]=[CH:10][C:5]=1[C:6]([O:8][CH3:9])=[O:7], predict the reactants needed to synthesize it. The reactants are: Cl[C:2]1[CH:11]=[CH:10][C:5]([C:6]([O:8][CH3:9])=[O:7])=[C:4]([O:12][CH3:13])[N:3]=1.[F:14][C:15]([F:19])([F:18])[CH2:16][OH:17]. (2) Given the product [N:24]1[CH:25]=[CH:26][CH:27]=[C:22]([NH:21][C:15](=[O:17])[CH2:14][N:7]2[C:8]3[C:13](=[CH:12][CH:11]=[CH:10][CH:9]=3)[C:5]3([C:4](=[O:20])[NH:3][C:2](=[O:1])[NH:19]3)[C:6]2=[O:18])[CH:23]=1, predict the reactants needed to synthesize it. The reactants are: [O:1]=[C:2]1[NH:19][C:5]2([C:13]3[C:8](=[CH:9][CH:10]=[CH:11][CH:12]=3)[N:7]([CH2:14][C:15]([OH:17])=O)[C:6]2=[O:18])[C:4](=[O:20])[NH:3]1.[NH2:21][C:22]1[CH:23]=[N:24][CH:25]=[CH:26][CH:27]=1.C(N(CC)CC)C.C(O)(C(F)(F)F)=O. (3) The reactants are: [Cl:1][C:2]1[CH:7]=[C:6]([CH3:8])[CH:5]=[CH:4][N+:3]=1[O-].P(Cl)(Cl)([Cl:12])=O. Given the product [Cl:1][C:2]1[CH:7]=[C:6]([CH3:8])[CH:5]=[C:4]([Cl:12])[N:3]=1, predict the reactants needed to synthesize it. (4) Given the product [F:21][C:22]1[CH:23]=[C:24]([CH2:25][O:1][C:2]2[CH:3]=[CH:4][C:5]([C:8]3[CH:9]([NH:14][S:15]([CH:18]([CH3:20])[CH3:19])(=[O:17])=[O:16])[CH2:10][CH2:11][CH2:12][CH:13]=3)=[CH:6][CH:7]=2)[CH:27]=[C:28]([F:30])[CH:29]=1, predict the reactants needed to synthesize it. The reactants are: [OH:1][C:2]1[CH:7]=[CH:6][C:5]([C:8]2[CH:9]([NH:14][S:15]([CH:18]([CH3:20])[CH3:19])(=[O:17])=[O:16])[CH2:10][CH2:11][CH2:12][CH:13]=2)=[CH:4][CH:3]=1.[F:21][C:22]1[CH:23]=[C:24]([CH:27]=[C:28]([F:30])[CH:29]=1)[CH2:25]Br.C(=O)([O-])[O-].[K+].[K+].